Dataset: Full USPTO retrosynthesis dataset with 1.9M reactions from patents (1976-2016). Task: Predict the reactants needed to synthesize the given product. Given the product [ClH:18].[C:12]1([C@@H:9]2[CH2:10][S:7][C:6]([NH2:5])=[N:8]2)[CH:17]=[CH:16][CH:15]=[CH:14][CH:13]=1, predict the reactants needed to synthesize it. The reactants are: C([NH:5][C:6]([NH:8][C@H:9]([C:12]1[CH:17]=[CH:16][CH:15]=[CH:14][CH:13]=1)[CH2:10]O)=[S:7])(C)(C)C.[ClH:18].